Dataset: Full USPTO retrosynthesis dataset with 1.9M reactions from patents (1976-2016). Task: Predict the reactants needed to synthesize the given product. Given the product [CH:1]1([C:4]([N:6]2[CH2:10][CH2:9][C@@H:8]([CH2:11][N:12]3[CH:16]=[N:15][N:14]=[C:13]3[C:17]3[CH:18]=[CH:19][C:20]([C:23]4[CH:24]=[C:25]5[NH:31][CH:30]=[CH:29][C:26]5=[N:27][CH:28]=4)=[CH:21][CH:22]=3)[CH2:7]2)=[O:5])[CH2:3][CH2:2]1, predict the reactants needed to synthesize it. The reactants are: [CH:1]1([C:4]([N:6]2[CH2:10][CH2:9][C@@H:8]([CH2:11][N:12]3[CH:16]=[N:15][N:14]=[C:13]3[C:17]3[CH:22]=[CH:21][C:20]([C:23]4[CH:24]=[C:25]5[N:31](COCC[Si](C)(C)C)[CH:30]=[CH:29][C:26]5=[N:27][CH:28]=4)=[CH:19][CH:18]=3)[CH2:7]2)=[O:5])[CH2:3][CH2:2]1.Cl.CCN(CC)CC.